From a dataset of Forward reaction prediction with 1.9M reactions from USPTO patents (1976-2016). Predict the product of the given reaction. Given the reactants [Cl:1][C:2]1[CH:26]=[CH:25][C:24]([Cl:27])=[CH:23][C:3]=1[O:4][C:5]1[C:10]([C:11]([N:13]2[C:22]3[C:17](=[CH:18][CH:19]=[CH:20][CH:21]=3)[NH:16][CH2:15][CH2:14]2)=[O:12])=[CH:9][CH:8]=[CH:7][N:6]=1.C(N(C(C)C)C(C)C)C.Br[CH2:38][C:39]([O:41][CH2:42][CH3:43])=[O:40], predict the reaction product. The product is: [CH2:42]([O:41][C:39](=[O:40])[CH2:38][N:16]1[C:17]2[C:22](=[CH:21][CH:20]=[CH:19][CH:18]=2)[N:13]([C:11]([C:10]2[C:5]([O:4][C:3]3[CH:23]=[C:24]([Cl:27])[CH:25]=[CH:26][C:2]=3[Cl:1])=[N:6][CH:7]=[CH:8][CH:9]=2)=[O:12])[CH2:14][CH2:15]1)[CH3:43].